From a dataset of Catalyst prediction with 721,799 reactions and 888 catalyst types from USPTO. Predict which catalyst facilitates the given reaction. (1) Reactant: I[C:2]1[CH:14]=[CH:13][C:12]2[C:11]3[C:6](=[CH:7][C:8](I)=[CH:9][CH:10]=3)[C:5](=[O:16])[C:4]=2[CH:3]=1.[N:17]12[CH2:24][CH2:23][CH:20]([CH2:21][CH2:22]1)[C@@H:19]([OH:25])[CH2:18]2.[N:37]1[C:38]2[C:33](=CC=[C:33]3[C:38]=2[N:37]=[CH:36][CH:35]=[CH:34]3)[CH:34]=[CH:35][CH:36]=1.C(=O)([O-])[O-:41].[Cs+].[Cs+].[C:46]1([CH3:52])C=CC=CC=1. Product: [N:17]12[CH2:24][CH2:23][CH:20]([CH2:21][CH2:22]1)[C@@H:19]([O:25][C:2]1[CH:14]=[CH:13][C:12]3[C:11]4[C:6](=[CH:7][C:8]([O:41][C@@H:33]5[CH:34]6[CH2:35][CH2:36][N:37]([CH2:46][CH2:52]6)[CH2:38]5)=[CH:9][CH:10]=4)[C:5](=[O:16])[C:4]=3[CH:3]=1)[CH2:18]2. The catalyst class is: 205. (2) Reactant: CC(OC(/N=N/C(OC(C)C)=O)=O)C.O[CH:16]1[CH2:21][CH2:20][NH:19][C:18](=[O:22])[CH2:17]1.[N+:23]([C:26]1[CH:27]=[N:28][NH:29][CH:30]=1)([O-:25])=[O:24].C1(P(C2C=CC=CC=2)C2C=CC=CC=2)C=CC=CC=1. Product: [N+:23]([C:26]1[CH:27]=[N:28][N:29]([CH:16]2[CH2:21][CH2:20][NH:19][C:18](=[O:22])[CH2:17]2)[CH:30]=1)([O-:25])=[O:24]. The catalyst class is: 1. (3) Reactant: Br[C:2]1[CH:11]=[C:10]2[C:5]([CH:6]=[CH:7][C:8]([C@H:12]([NH:14][C:15]([C@@H:17]3[CH2:22][CH2:21][CH2:20][N:19]([C:23](=[O:34])[C@@H:24]([NH:26][C:27](=[O:33])[C@@H:28]([OH:32])[CH:29]([CH3:31])[CH3:30])[CH3:25])[NH:18]3)=[O:16])[CH3:13])=[N:9]2)=[CH:4][CH:3]=1.[CH:35]([C:37]1([C:44]([OH:46])=[O:45])[CH2:43][O:42][CH2:41][CH2:40][O:39][CH2:38]1)=[CH2:36].C(N(CC)CC)C.C1(C)C=CC=CC=1P(C1C=CC=CC=1C)C1C=CC=CC=1C. Product: [OH:32][C@@H:28]([CH:29]([CH3:31])[CH3:30])[C:27]([NH:26][C@@H:24]([CH3:25])[C:23]([N:19]1[CH2:20][CH2:21][CH2:22][C@@H:17]([C:15]([NH:14][C@@H:12]([C:8]2[CH:7]=[CH:6][C:5]3[C:10](=[CH:11][C:2](/[CH:36]=[CH:35]/[C:37]4([C:44]([OH:46])=[O:45])[CH2:43][O:42][CH2:41][CH2:40][O:39][CH2:38]4)=[CH:3][CH:4]=3)[N:9]=2)[CH3:13])=[O:16])[NH:18]1)=[O:34])=[O:33]. The catalyst class is: 62. (4) Reactant: [O:1]=[O+][O-].[CH3:4][C:5]1[CH:6]=[CH:7][C:8]2[N:9]([CH3:26])[C:10](=[O:25])[C:11]3[CH:21]=[C:20]([CH2:22][CH:23]=C)[CH:19]=[N:18][C:12]=3[N:13]([CH2:16][CH3:17])[C:14]=2[N:15]=1.[BH4-].[Na+]. Product: [CH3:4][C:5]1[CH:6]=[CH:7][C:8]2[N:9]([CH3:26])[C:10](=[O:25])[C:11]3[CH:21]=[C:20]([CH2:22][CH2:23][OH:1])[CH:19]=[N:18][C:12]=3[N:13]([CH2:16][CH3:17])[C:14]=2[N:15]=1. The catalyst class is: 61. (5) Reactant: C([O:3][C:4](=[O:20])[C:5]1[CH:10]=[CH:9][C:8]([N:11]2[CH:15]=[C:14]([CH2:16][OH:17])[C:13]([C:18]#[N:19])=[CH:12]2)=[CH:7][CH:6]=1)C.[CH2:21](N(CC)CC)[CH3:22].CS(Cl)(=O)=O. Product: [C:18]([C:13]1[C:14]([CH2:16][O:17][CH2:21][CH3:22])=[CH:15][N:11]([C:8]2[CH:7]=[CH:6][C:5]([C:4]([OH:3])=[O:20])=[CH:10][CH:9]=2)[CH:12]=1)#[N:19]. The catalyst class is: 7. (6) Reactant: [CH3:1][O:2][C:3]1[CH:8]=[CH:7][C:6]([C:9]2[C:13]3=[C:14]([OH:18])[CH:15]=[CH:16][CH:17]=[C:12]3[O:11][C:10]=2[C:19]2[CH:24]=[CH:23][CH:22]=[CH:21][CH:20]=2)=[CH:5][CH:4]=1.C(=O)([O-])[O-].[Cs+].[Cs+].[I-].[K+].Br[CH2:34][CH2:35][CH2:36][CH2:37][CH2:38][C:39]([O:41][CH2:42][CH3:43])=[O:40].[Cl-].[Na+]. Product: [CH3:1][O:2][C:3]1[CH:4]=[CH:5][C:6]([C:9]2[C:13]3[C:14]([O:18][CH2:34][CH2:35][CH2:36][CH2:37][CH2:38][C:39]([O:41][CH2:42][CH3:43])=[O:40])=[CH:15][CH:16]=[CH:17][C:12]=3[O:11][C:10]=2[C:19]2[CH:24]=[CH:23][CH:22]=[CH:21][CH:20]=2)=[CH:7][CH:8]=1. The catalyst class is: 18. (7) Reactant: [NH2:1][C:2]1[CH:10]=[CH:9][C:8]([Cl:11])=[CH:7][C:3]=1[C:4]([OH:6])=O.O=S(Cl)Cl.[Cl:16][C:17]1[CH:23]=[CH:22][CH:21]=[CH:20][C:18]=1[NH2:19]. Product: [NH2:1][C:2]1[CH:10]=[CH:9][C:8]([Cl:11])=[CH:7][C:3]=1[C:4]([NH:19][C:18]1[CH:20]=[CH:21][CH:22]=[CH:23][C:17]=1[Cl:16])=[O:6]. The catalyst class is: 48.